From a dataset of Full USPTO retrosynthesis dataset with 1.9M reactions from patents (1976-2016). Predict the reactants needed to synthesize the given product. (1) Given the product [CH:1]1([CH2:6][CH:7]([N:11]2[C:16](=[O:17])[CH:15]=[C:14]([O:18][C:19]3[C:24]([F:25])=[CH:23][CH:22]=[C:21]([CH3:26])[C:20]=3[F:27])[CH:13]=[N:12]2)[C:8]([NH:40][C:37]2[CH:38]=[CH:39][N:35]([CH2:34][C@@H:32]3[CH2:31][O:30][C:29]([CH3:41])([CH3:28])[O:33]3)[N:36]=2)=[O:9])[CH2:2][CH2:3][CH2:4][CH2:5]1, predict the reactants needed to synthesize it. The reactants are: [CH:1]1([CH2:6][CH:7]([N:11]2[C:16](=[O:17])[CH:15]=[C:14]([O:18][C:19]3[C:24]([F:25])=[CH:23][CH:22]=[C:21]([CH3:26])[C:20]=3[F:27])[CH:13]=[N:12]2)[C:8](O)=[O:9])[CH2:5][CH2:4][CH2:3][CH2:2]1.[CH3:28][C:29]1([CH3:41])[O:33][C@H:32]([CH2:34][N:35]2[CH:39]=[CH:38][C:37]([NH2:40])=[N:36]2)[CH2:31][O:30]1. (2) Given the product [CH3:57][C@@:21]1([OH:56])[C@H:20]([OH:58])[C@@H:19]([CH2:18][OH:17])[O:23][C@H:22]1[N:24]1[CH:32]=[N:31][C:30]2[C:25]1=[N:26][CH:27]=[N:28][C:29]=2[N:8]1[CH2:7][CH2:6][C:5]2[C:4]3[C:12](=[CH:13][CH:14]=[C:2]([F:1])[CH:3]=3)[NH:11][C:10]=2[CH2:9]1, predict the reactants needed to synthesize it. The reactants are: [F:1][C:2]1[CH:3]=[C:4]2[C:12](=[CH:13][CH:14]=1)[NH:11][C:10]1[CH2:9][NH:8][CH2:7][CH2:6][C:5]2=1.CO[O:17][CH2:18][C@H:19]1[O:23][C@@:22](C(C2C=CC=CC=2)(C2C=CC=CC=2)C2C=CC=CC=2)([N:24]2[CH:32]=[N:31][C:30]3[C:25]2=[N:26][CH:27]=[N:28][C:29]=3S(C)(=O)=O)[C@:21]([CH3:57])([OH:56])[C@@H:20]1[OH:58]. (3) Given the product [Cl:1][C:2]1[CH:32]=[CH:31][C:5]([C:6]([N:8]2[CH2:14][C:13]3[CH:15]=[CH:16][CH:17]=[CH:18][C:12]=3[N:11]([CH2:19][C:20]3[CH:25]=[CH:24][CH:23]=[C:22]([CH2:26][Cl:35])[CH:21]=3)[C:10](=[O:30])[CH2:9]2)=[O:7])=[CH:4][CH:3]=1, predict the reactants needed to synthesize it. The reactants are: [Cl:1][C:2]1[CH:32]=[CH:31][C:5]([C:6]([N:8]2[CH2:14][C:13]3[CH:15]=[CH:16][CH:17]=[CH:18][C:12]=3[N:11]([CH2:19][C:20]3[CH:25]=[CH:24][CH:23]=[C:22]([C:26](OC)=O)[CH:21]=3)[C:10](=[O:30])[CH2:9]2)=[O:7])=[CH:4][CH:3]=1.[OH-].[Li+].[Cl:35]C(OCC)=O.[BH4-].[Na+].CS(Cl)(=O)=O. (4) The reactants are: [Cl:1][C:2]1[CH:3]=[C:4]([C@H:9]2[C:18]3[C:13](=[CH:14][CH:15]=[CH:16][CH:17]=3)[C:12](=[O:19])/[C:11](=[CH:20]/[CH3:21])/[CH2:10]2)[CH:5]=[CH:6][C:7]=1[Cl:8].[NH3:22].[BH4-].[Na+]. Given the product [NH2:22][CH:20]([CH:11]1[CH2:10][C@@H:9]([C:4]2[CH:5]=[CH:6][C:7]([Cl:8])=[C:2]([Cl:1])[CH:3]=2)[C:18]2[C:13](=[CH:14][CH:15]=[CH:16][CH:17]=2)[CH:12]1[OH:19])[CH3:21], predict the reactants needed to synthesize it. (5) Given the product [F:29][C:4]1[CH:5]=[C:6]([O:8][CH2:9][CH2:10][C@H:11]2[CH2:13][C@@H:12]2[CH:14]2[CH2:15][CH2:16][N:17]([C:20]3[N:21]=[CH:22][C:23]([CH2:26][O:27][CH3:28])=[CH:24][N:25]=3)[CH2:18][CH2:19]2)[CH:7]=[C:2]([F:1])[C:3]=1[CH2:30][CH2:31][OH:32], predict the reactants needed to synthesize it. The reactants are: [F:1][C:2]1[CH:7]=[C:6]([O:8][CH2:9][CH2:10][C@H:11]2[CH2:13][C@@H:12]2[CH:14]2[CH2:19][CH2:18][N:17]([C:20]3[N:25]=[CH:24][C:23]([CH2:26][O:27][CH3:28])=[CH:22][N:21]=3)[CH2:16][CH2:15]2)[CH:5]=[C:4]([F:29])[C:3]=1[CH2:30][C:31](O)=[O:32].CO. (6) Given the product [CH3:1][O:2][C:3]1[CH:4]=[C:5]2[C:10](=[CH:11][C:12]=1[O:13][CH3:14])[N:9]=[CH:8][CH:7]=[C:6]2[O:15][C:16]1[CH:22]=[CH:21][C:19]([NH:20][C:29](=[O:35])[O:28][C:26]2[CH:45]=[CH:44][C:43]([C:37]3[CH:42]=[CH:41][CH:40]=[CH:39][CH:38]=3)=[CH:48][CH:47]=2)=[C:18]([CH3:23])[C:17]=1[CH3:24], predict the reactants needed to synthesize it. The reactants are: [CH3:1][O:2][C:3]1[CH:4]=[C:5]2[C:10](=[CH:11][C:12]=1[O:13][CH3:14])[N:9]=[CH:8][CH:7]=[C:6]2[O:15][C:16]1[CH:22]=[CH:21][C:19]([NH2:20])=[C:18]([CH3:23])[C:17]=1[CH3:24].Cl[C:26](Cl)([O:28][C:29](=[O:35])OC(Cl)(Cl)Cl)Cl.[C:37]1([C:43]2[CH:48]=[CH:47]C(O)=[CH:45][CH:44]=2)[CH:42]=[CH:41][CH:40]=[CH:39][CH:38]=1.C(=O)(O)[O-].[Na+].